This data is from Full USPTO retrosynthesis dataset with 1.9M reactions from patents (1976-2016). The task is: Predict the reactants needed to synthesize the given product. (1) Given the product [CH2:11]([O:10][C:8]([NH:7][CH2:6][CH2:5][CH2:4][CH2:3][C@H:2]([NH:1][C:21]([O:23][C:24]([CH3:27])([CH3:26])[CH3:25])=[O:22])[C:18]([O:20][CH3:28])=[O:19])=[O:9])[C:12]1[CH:17]=[CH:16][CH:15]=[CH:14][CH:13]=1, predict the reactants needed to synthesize it. The reactants are: [NH:1]([C:21]([O:23][C:24]([CH3:27])([CH3:26])[CH3:25])=[O:22])[C@H:2]([C:18]([OH:20])=[O:19])[CH2:3][CH2:4][CH2:5][CH2:6][NH:7][C:8]([O:10][CH2:11][C:12]1[CH:17]=[CH:16][CH:15]=[CH:14][CH:13]=1)=[O:9].[C:28]([O-])([O-])=O.[Cs+].[Cs+].CI. (2) Given the product [CH3:29][N:20]([CH2:21][C:22]1[CH:27]=[CH:26][CH:25]=[C:24]([CH3:28])[N:23]=1)[C:16]1[N:15]=[C:14]([N:11]2[CH2:12][CH2:13][NH:8][CH2:9][CH2:10]2)[CH:19]=[N:18][CH:17]=1, predict the reactants needed to synthesize it. The reactants are: C(OC([N:8]1[CH2:13][CH2:12][N:11]([C:14]2[CH:19]=[N:18][CH:17]=[C:16]([N:20]([CH3:29])[CH2:21][C:22]3[CH:27]=[CH:26][CH:25]=[C:24]([CH3:28])[N:23]=3)[N:15]=2)[CH2:10][CH2:9]1)=O)(C)(C)C.C(O)(C(F)(F)F)=O. (3) Given the product [C:1]([O:5][C:6]([NH:8][C@@H:9]1[CH2:12][C@H:11]([C:13]([NH:29][C@@H:30]([CH2:35][CH:36]([CH3:38])[CH3:37])[C:31]([O:33][CH3:34])=[O:32])=[O:15])[C:10]1([CH3:17])[CH3:16])=[O:7])([CH3:2])([CH3:3])[CH3:4], predict the reactants needed to synthesize it. The reactants are: [C:1]([O:5][C:6]([NH:8][C@@H:9]1[CH2:12][C@H:11]([C:13]([OH:15])=O)[C:10]1([CH3:17])[CH3:16])=[O:7])([CH3:4])([CH3:3])[CH3:2].C1C=CC2N(O)N=NC=2C=1.Cl.[NH2:29][C@@H:30]([CH2:35][CH:36]([CH3:38])[CH3:37])[C:31]([O:33][CH3:34])=[O:32].CCN(CC)CC. (4) Given the product [Cl:1][C:2]1[CH:7]=[CH:6][CH:5]=[C:4]([F:8])[C:3]=1[C:9]1[NH:10][C:11](=[O:26])[N:12]([C:14]2[CH:19]=[CH:18][C:17]([C:20]#[CH:21])=[CH:16][CH:15]=2)[N:13]=1, predict the reactants needed to synthesize it. The reactants are: [Cl:1][C:2]1[CH:7]=[CH:6][CH:5]=[C:4]([F:8])[C:3]=1[C:9]1[NH:10][C:11](=[O:26])[N:12]([C:14]2[CH:19]=[CH:18][C:17]([C:20]#[C:21][Si](C)(C)C)=[CH:16][CH:15]=2)[N:13]=1.CCCC[N+](CCCC)(CCCC)CCCC.[F-]. (5) Given the product [CH:1]([NH:4][N:5]1[C:17]2[C:16]3[CH:15]=[CH:14][C:13]([CH2:18][CH2:19][C:20]4[CH:21]=[N:22][CH:23]=[CH:24][CH:25]=4)=[CH:12][C:11]=3[N:10]=[C:9]([NH2:26])[C:8]=2[N:7]=[C:6]1[CH2:27][CH2:28][CH3:29])([CH3:3])[CH3:2], predict the reactants needed to synthesize it. The reactants are: [CH:1]([NH:4][N:5]1[C:17]2[C:16]3[CH:15]=[CH:14][C:13]([CH:18]=[CH:19][C:20]4[CH:21]=[N:22][CH:23]=[CH:24][CH:25]=4)=[CH:12][C:11]=3[N:10]=[C:9]([NH2:26])[C:8]=2[N:7]=[C:6]1[CH2:27][CH2:28][CH3:29])([CH3:3])[CH3:2].